The task is: Predict which catalyst facilitates the given reaction.. This data is from Catalyst prediction with 721,799 reactions and 888 catalyst types from USPTO. (1) Reactant: C(OC1C=C(C=C(OCC)C=1F)C[N:8]1[CH2:13][CH2:12][CH:11]([NH:14][C:15](=[O:26])[C:16]2[CH:21]=[C:20]([O:22][CH3:23])[CH:19]=[C:18]([CH2:24][OH:25])[CH:17]=2)[CH2:10][CH2:9]1)C.[CH:34]([O:37][C:38]1[CH:39]=[C:40]([CH:43]=[C:44]([O:46][CH:47]([CH3:49])[CH3:48])[CH:45]=1)[CH:41]=[O:42])([CH3:36])[CH3:35].C([BH3-])#N.[Na+].C(N(C(C)C)C(C)C)C. Product: [CH:47]([O:46][C:44]1[CH:43]=[C:40]([CH:39]=[C:38]([O:37][CH:34]([CH3:36])[CH3:35])[CH:45]=1)[C:41]([N:8]1[CH2:13][CH2:12][CH:11]([NH:14][C:15](=[O:26])[C:16]2[CH:21]=[C:20]([O:22][CH3:23])[CH:19]=[C:18]([CH2:24][OH:25])[CH:17]=2)[CH2:10][CH2:9]1)=[O:42])([CH3:49])[CH3:48]. The catalyst class is: 212. (2) Product: [NH2:8][C:9]1([CH3:23])[CH2:14][CH2:13][N:12]([C:15]2[CH:20]=[CH:19][C:18]([C:21]#[N:22])=[CH:17][N:16]=2)[CH2:11][CH2:10]1. Reactant: C(OC([NH:8][C:9]1([CH3:23])[CH2:14][CH2:13][N:12]([C:15]2[CH:20]=[CH:19][C:18]([C:21]#[N:22])=[CH:17][N:16]=2)[CH2:11][CH2:10]1)=O)(C)(C)C.Cl. The catalyst class is: 12. (3) Reactant: [F:1][C:2]1[CH:9]=[C:8]([C:10]#[C:11][C:12]2[S:13][C:14]3[CH:20]=[C:19]([O:21]C)[CH:18]=[CH:17][C:15]=3[N:16]=2)[CH:7]=[CH:6][C:3]=1[NH:4][CH3:5].B(Br)(Br)Br.C([O-])(O)=O.[Na+]. The catalyst class is: 2. Product: [F:1][C:2]1[CH:9]=[C:8]([C:10]#[C:11][C:12]2[S:13][C:14]3[CH:20]=[C:19]([OH:21])[CH:18]=[CH:17][C:15]=3[N:16]=2)[CH:7]=[CH:6][C:3]=1[NH:4][CH3:5]. (4) Reactant: [C:1]([O:5][C:6]([NH:8][C@@H:9]([CH2:13][C:14]1[CH:19]=[CH:18][C:17]([F:20])=[C:16]([Cl:21])[CH:15]=1)[C:10]([OH:12])=[O:11])=[O:7])([CH3:4])(C)C.Cl.C([O-])([O-])=O.[Na+].[Na+].C(=O)(ON1C(=O)CCC1=O)OCC1[C:44]2[CH:43]=[CH:42][CH:41]=[CH:40][C:39]=2[C:38]2[C:33]1=[CH:34][CH:35]=[CH:36][CH:37]=2. Product: [CH:41]1[C:40]2[CH:4]([CH2:1][O:5][C:6]([NH:8][C@@H:9]([CH2:13][C:14]3[CH:19]=[CH:18][C:17]([F:20])=[C:16]([Cl:21])[CH:15]=3)[C:10]([OH:12])=[O:11])=[O:7])[C:33]3[C:38](=[CH:37][CH:36]=[CH:35][CH:34]=3)[C:39]=2[CH:44]=[CH:43][CH:42]=1. The catalyst class is: 225. (5) Reactant: [NH2:1][CH2:2][C:3]1[CH:4]=[N:5][N:6]([CH2:28][CH2:29][CH3:30])[C:7]=1[NH:8]C(C1C=CC=CC=1)(C1C=CC=CC=1)C1C=CC=CC=1.[ClH:31]. Product: [ClH:31].[ClH:31].[NH2:1][CH2:2][C:3]1[CH:4]=[N:5][N:6]([CH2:28][CH2:29][CH3:30])[C:7]=1[NH2:8]. The catalyst class is: 370. (6) Reactant: [Br:1][C:2]1[CH:10]=[CH:9][CH:8]=[C:7]2[C:3]=1[CH:4]=[CH:5][NH:6]2.[H-].[Na+].[Si:13](Cl)([C:16]([CH3:19])([CH3:18])[CH3:17])([CH3:15])[CH3:14].C(OCC)(=O)C. Product: [Br:1][C:2]1[CH:10]=[CH:9][CH:8]=[C:7]2[C:3]=1[CH:4]=[CH:5][N:6]2[Si:13]([C:16]([CH3:19])([CH3:18])[CH3:17])([CH3:15])[CH3:14]. The catalyst class is: 9. (7) Reactant: C1C=C(Cl)C=C(C(OO)=[O:9])C=1.[CH3:12][C:13]1[CH:14]=[C:15]([NH:19][C:20]2[S:21][CH:22]=[C:23]([C:25]3[CH:30]=[CH:29][N:28]=[CH:27][CH:26]=3)[N:24]=2)[CH:16]=[CH:17][CH:18]=1. Product: [CH3:12][C:13]1[CH:14]=[C:15]([NH:19][C:20]2[S:21][CH:22]=[C:23]([C:25]3[CH:30]=[CH:29][N+:28]([O-:9])=[CH:27][CH:26]=3)[N:24]=2)[CH:16]=[CH:17][CH:18]=1. The catalyst class is: 2.